Dataset: Reaction yield outcomes from USPTO patents with 853,638 reactions. Task: Predict the reaction yield, written as a fraction of the theoretical maximum amount of product (1.0 means a 100% yield; for example, 0.34 means a 34% yield). The reactants are [CH:1]([CH2:3][C:4]([OH:6])=O)=[CH2:2].C(Cl)(=O)C(Cl)=O.[N:13]1[C:22]2[C:17](=[CH:18][CH:19]=[CH:20][CH:21]=2)[N:16]=[CH:15][C:14]=1[C:23]1[CH:24]=[C:25]([NH2:29])[CH:26]=[CH:27][CH:28]=1.C(N(C(C)C)CC)(C)C. The catalyst is C(Cl)Cl.C1COCC1.C(OCC)(=O)C.CN(C=O)C. The product is [N:13]1[C:22]2[C:17](=[CH:18][CH:19]=[CH:20][CH:21]=2)[N:16]=[CH:15][C:14]=1[C:23]1[CH:24]=[C:25]([NH:29][C:4](=[O:6])[CH2:3][CH:1]=[CH2:2])[CH:26]=[CH:27][CH:28]=1. The yield is 0.220.